This data is from Full USPTO retrosynthesis dataset with 1.9M reactions from patents (1976-2016). The task is: Predict the reactants needed to synthesize the given product. (1) Given the product [Cl:37][C:22]1[C:23]([NH:25][C@@H:26]2[CH2:31][CH2:30][CH2:29][CH2:28][C@H:27]2[NH:32][S:33]([CH3:36])(=[O:35])=[O:34])=[N:24][C:19]([NH:16][C:13]2[CH:14]=[CH:15][C:8]3[CH2:7][CH2:6][CH:5]([NH:4][CH2:3][CH:2]([F:17])[F:1])[CH2:11][CH2:10][C:9]=3[CH:12]=2)=[N:20][CH:21]=1, predict the reactants needed to synthesize it. The reactants are: [F:1][CH:2]([F:17])[CH2:3][NH:4][CH:5]1[CH2:11][CH2:10][C:9]2[CH:12]=[C:13]([NH2:16])[CH:14]=[CH:15][C:8]=2[CH2:7][CH2:6]1.Cl[C:19]1[N:24]=[C:23]([NH:25][C@@H:26]2[CH2:31][CH2:30][CH2:29][CH2:28][C@H:27]2[NH:32][S:33]([CH3:36])(=[O:35])=[O:34])[C:22]([Cl:37])=[CH:21][N:20]=1. (2) Given the product [OH:24][CH2:23][C:22]1[CH2:21][C:20]([Br:19])([F:10])[CH:29]=[CH:28][C:27]=1[C:25]([C:2]1[CH:7]=[CH:6][CH:5]=[CH:4][CH:3]=1)=[O:26], predict the reactants needed to synthesize it. The reactants are: F[C:2]1[CH:7]=[CH:6][C:5]([Mg]Br)=[CH:4][CH:3]=1.[F:10]C1C=CC(Br)=CC=1.[Mg].[Br:19][C:20]1[CH:21]=[C:22]2[C:27](=[CH:28][CH:29]=1)[C:25](=[O:26])[O:24][CH2:23]2.